Dataset: Reaction yield outcomes from USPTO patents with 853,638 reactions. Task: Predict the reaction yield, written as a fraction of the theoretical maximum amount of product (1.0 means a 100% yield; for example, 0.34 means a 34% yield). The reactants are [CH3:1][O:2][C:3](=[O:14])[C:4]1[C:5](=[CH:7][C:8]([N+:11]([O-:13])=[O:12])=[CH:9][CH:10]=1)[NH2:6].C(N(CC)CC)C.[C:22]([C:26]1[CH:34]=[CH:33][C:29]([C:30](Cl)=[O:31])=[CH:28][CH:27]=1)([CH3:25])([CH3:24])[CH3:23]. The catalyst is C(Cl)Cl.[Cl-].[Na+].O. The product is [CH3:1][O:2][C:3](=[O:14])[C:4]1[CH:10]=[CH:9][C:8]([N+:11]([O-:13])=[O:12])=[CH:7][C:5]=1[NH:6][C:30](=[O:31])[C:29]1[CH:33]=[CH:34][C:26]([C:22]([CH3:24])([CH3:23])[CH3:25])=[CH:27][CH:28]=1. The yield is 0.860.